From a dataset of Reaction yield outcomes from USPTO patents with 853,638 reactions. Predict the reaction yield, written as a fraction of the theoretical maximum amount of product (1.0 means a 100% yield; for example, 0.34 means a 34% yield). (1) The reactants are [CH2:1]([O:8][CH2:9][CH2:10][CH2:11][CH2:12][CH2:13][CH2:14][CH2:15][CH2:16]O)[C:2]1[CH:7]=[CH:6][CH:5]=[CH:4][CH:3]=1.C(Br)(Br)(Br)[Br:19].C1C=CC(P(C2C=CC=CC=2)C2C=CC=CC=2)=CC=1. The catalyst is C(Cl)Cl. The product is [Br:19][CH2:16][CH2:15][CH2:14][CH2:13][CH2:12][CH2:11][CH2:10][CH2:9][O:8][CH2:1][C:2]1[CH:7]=[CH:6][CH:5]=[CH:4][CH:3]=1. The yield is 0.890. (2) The reactants are [NH2:1][C:2]1[C:3]([F:18])=[C:4]([NH:9][S:10]([C:13]2[O:14][CH:15]=[CH:16][CH:17]=2)(=[O:12])=[O:11])[CH:5]=[CH:6][C:7]=1[F:8].Cl[C:20]1[C:29]2[C:24](=[C:25]([C:30](Cl)=[O:31])[CH:26]=[CH:27][CH:28]=2)[N:23]=[CH:22][N:21]=1.[NH3:33]. The catalyst is C(Cl)(Cl)Cl.O1CCOCC1. The product is [F:18][C:3]1[C:4]([NH:9][S:10]([C:13]2[O:14][CH:15]=[CH:16][CH:17]=2)(=[O:12])=[O:11])=[CH:5][CH:6]=[C:7]([F:8])[C:2]=1[NH:1][C:30]([C:25]1[CH:26]=[CH:27][CH:28]=[C:29]2[C:24]=1[N:23]=[CH:22][N:21]=[C:20]2[NH2:33])=[O:31]. The yield is 0.321. (3) The reactants are [CH3:1][C:2]1[CH:3]=[C:4]([CH:8]=[CH:9][C:10]=1[C:11]([N:13]1[CH2:17][CH2:16][CH2:15][CH2:14]1)=[O:12])[C:5]([OH:7])=O.CN(C(ON1N=NC2C=CC=CC1=2)=[N+](C)C)C.[B-](F)(F)(F)F.C(N(C(C)C)CC)(C)C.[Cl:49][C:50]1[CH:61]=[CH:60][C:53]2[NH:54][C:55]([CH:57]([NH2:59])[CH3:58])=[N:56][C:52]=2[CH:51]=1.ClCl. The product is [Cl:49][C:50]1[CH:61]=[CH:60][C:53]2[NH:54][C:55]([CH:57]([NH:59][C:5](=[O:7])[C:4]3[CH:8]=[CH:9][C:10]([C:11]([N:13]4[CH2:17][CH2:16][CH2:15][CH2:14]4)=[O:12])=[C:2]([CH3:1])[CH:3]=3)[CH3:58])=[N:56][C:52]=2[CH:51]=1. The catalyst is O1CCCC1.ClCCl.C(O)C. The yield is 1.00. (4) No catalyst specified. The reactants are Cl[C:2]1[CH:7]=[C:6]([C:8]2[CH:13]=[C:12]([Cl:14])[CH:11]=[CH:10][C:9]=2[O:15][CH3:16])[N:5]=[C:4]([NH2:17])[N:3]=1.[NH2:18][C:19]1[CH:27]=[CH:26][C:22]([CH2:23][CH2:24][OH:25])=[CH:21][CH:20]=1. The yield is 0.860. The product is [NH2:17][C:4]1[N:3]=[C:2]([NH:18][C:19]2[CH:27]=[CH:26][C:22]([CH2:23][CH2:24][OH:25])=[CH:21][CH:20]=2)[CH:7]=[C:6]([C:8]2[CH:13]=[C:12]([Cl:14])[CH:11]=[CH:10][C:9]=2[O:15][CH3:16])[N:5]=1. (5) The reactants are N[C:2]1[C:10]([O:11][CH3:12])=[CH:9][C:8]([Br:13])=[CH:7][C:3]=1[C:4]([OH:6])=[O:5].Cl.N([O-])=O.[Na+].O[PH2]=O. The catalyst is O.C1COCC1. The product is [Br:13][C:8]1[CH:7]=[C:3]([CH:2]=[C:10]([O:11][CH3:12])[CH:9]=1)[C:4]([OH:6])=[O:5]. The yield is 0.620.